From a dataset of Forward reaction prediction with 1.9M reactions from USPTO patents (1976-2016). Predict the product of the given reaction. (1) Given the reactants [Cl:1][C:2]1[CH:7]=[C:6]([Cl:8])[CH:5]=[CH:4][C:3]=1[C:9]1[N:10]=[C:11]([CH2:16][C:17]2[CH:22]=[CH:21][C:20]([C:23]3[CH:28]=[CH:27][C:26]([O:29][C:30]4[CH:31]=[CH:32][C:33]([C:39]([F:42])([F:41])[F:40])=[C:34]([CH:38]=4)[C:35]([OH:37])=O)=[CH:25][CH:24]=3)=[CH:19][CH:18]=2)[N:12]([CH2:14][CH3:15])[CH:13]=1.[CH3:43][S:44]([NH2:47])(=[O:46])=[O:45].F[P-](F)(F)(F)(F)F.FC(N(C)C)=[N+](C)C, predict the reaction product. The product is: [Cl:1][C:2]1[CH:7]=[C:6]([Cl:8])[CH:5]=[CH:4][C:3]=1[C:9]1[N:10]=[C:11]([CH2:16][C:17]2[CH:18]=[CH:19][C:20]([C:23]3[CH:24]=[CH:25][C:26]([O:29][C:30]4[CH:31]=[CH:32][C:33]([C:39]([F:42])([F:41])[F:40])=[C:34]([CH:38]=4)[C:35]([NH:47][S:44]([CH3:43])(=[O:46])=[O:45])=[O:37])=[CH:27][CH:28]=3)=[CH:21][CH:22]=2)[N:12]([CH2:14][CH3:15])[CH:13]=1. (2) Given the reactants [S:1]1[CH2:7][C:5](=[O:6])[NH:4][C:2]1=[S:3].[F:8][C:9]1[CH:16]=[C:13]([CH:14]=O)[C:12]([OH:17])=[CH:11][CH:10]=1.C([O-])(=O)C.[NH4+], predict the reaction product. The product is: [F:8][C:9]1[CH:10]=[CH:11][C:12]([OH:17])=[C:13](/[CH:14]=[C:7]2/[C:5](=[O:6])[NH:4][C:2](=[S:3])[S:1]/2)[CH:16]=1. (3) Given the reactants Cl.[CH2:2]1[CH:11]2[CH:6]([CH2:7][CH2:8][CH2:9][CH2:10]2)[CH2:5][CH2:4][N:3]1[CH2:12][C:13]([OH:15])=O.[NH2:16][C@@H:17]([CH2:35][O:36][CH2:37][C:38]1[CH:43]=[CH:42][CH:41]=[CH:40][CH:39]=1)[C:18]([NH:20][C:21]1[CH:26]=[CH:25][C:24]([O:27][C:28]2[CH:33]=[CH:32][C:31]([F:34])=[CH:30][CH:29]=2)=[CH:23][CH:22]=1)=[O:19], predict the reaction product. The product is: [CH2:37]([O:36][CH2:35][C@H:17]([NH:16][C:13](=[O:15])[CH2:12][N:3]1[CH2:4][CH2:5][CH:6]2[CH:11]([CH2:10][CH2:9][CH2:8][CH2:7]2)[CH2:2]1)[C:18]([NH:20][C:21]1[CH:26]=[CH:25][C:24]([O:27][C:28]2[CH:33]=[CH:32][C:31]([F:34])=[CH:30][CH:29]=2)=[CH:23][CH:22]=1)=[O:19])[C:38]1[CH:43]=[CH:42][CH:41]=[CH:40][CH:39]=1. (4) Given the reactants C(OC(=O)[NH:7][C@H:8]([C:14](=[O:39])[NH:15][C@H:16]([C:22](=[O:38])[NH:23][C@@H:24]([CH2:31][C:32]1[CH:37]=[CH:36][CH:35]=[CH:34][CH:33]=1)[C:25]([C@@:27]1([CH3:30])[CH2:29][O:28]1)=[O:26])[CH2:17][O:18][CH:19]([F:21])[F:20])[CH2:9][O:10][CH:11]([F:13])[F:12])(C)(C)C.[C:41]([OH:47])([C:43]([F:46])([F:45])[F:44])=[O:42], predict the reaction product. The product is: [OH:47][C:41]([C:43]([F:46])([F:45])[F:44])=[O:42].[NH2:7][C@@H:8]([CH2:9][O:10][CH:11]([F:13])[F:12])[C:14]([NH:15][C@H:16]([C:22](=[O:38])[NH:23][C@@H:24]([CH2:31][C:32]1[CH:33]=[CH:34][CH:35]=[CH:36][CH:37]=1)[C:25]([C@@:27]1([CH3:30])[CH2:29][O:28]1)=[O:26])[CH2:17][O:18][CH:19]([F:20])[F:21])=[O:39]. (5) Given the reactants [NH2:1][C@H:2]1[CH2:6][CH2:5][CH2:4][C@H:3]1[C:7]([O:9][CH2:10][CH3:11])=[O:8].[Cl:12][C:13]1[CH:18]=[CH:17][C:16]([S:19](Cl)(=[O:21])=[O:20])=[CH:15][CH:14]=1.C(N(CC)CC)C.C(OCC)C, predict the reaction product. The product is: [Cl:12][C:13]1[CH:18]=[CH:17][C:16]([S:19]([NH:1][C@H:2]2[CH2:6][CH2:5][CH2:4][C@H:3]2[C:7]([O:9][CH2:10][CH3:11])=[O:8])(=[O:21])=[O:20])=[CH:15][CH:14]=1. (6) Given the reactants [Br:1][C:2]1[CH:3]=[C:4]([C:8](=O)[CH2:9][N:10]([CH2:14][CH:15]=[CH2:16])[CH2:11][CH:12]=[CH2:13])[CH:5]=[CH:6][CH:7]=1.N1C=CC=CC=1.Cl.[NH2:25][OH:26], predict the reaction product. The product is: [Br:1][C:2]1[CH:3]=[C:4]([C:8](=[N:25][OH:26])[CH2:9][N:10]([CH2:14][CH:15]=[CH2:16])[CH2:11][CH:12]=[CH2:13])[CH:5]=[CH:6][CH:7]=1.